Dataset: Forward reaction prediction with 1.9M reactions from USPTO patents (1976-2016). Task: Predict the product of the given reaction. (1) Given the reactants Br[C:2]1[CH:3]=[CH:4][C:5]([O:25][CH3:26])=[C:6]([C:8]([C:10]2[CH:11]=[N:12][C:13]([NH:16][C:17]3[CH:22]=[CH:21][C:20]([F:23])=[CH:19][C:18]=3[F:24])=[CH:14][CH:15]=2)=[O:9])[CH:7]=1.C[Sn](C)(C)[C:29]1[CH:34]=[CH:33][N:32]=[CH:31][CH:30]=1, predict the reaction product. The product is: [F:24][C:18]1[CH:19]=[C:20]([F:23])[CH:21]=[CH:22][C:17]=1[NH:16][C:13]1[N:12]=[CH:11][C:10]([C:8]([C:6]2[CH:7]=[C:2]([C:29]3[CH:34]=[CH:33][N:32]=[CH:31][CH:30]=3)[CH:3]=[CH:4][C:5]=2[O:25][CH3:26])=[O:9])=[CH:15][CH:14]=1. (2) Given the reactants [F:1][C:2]([F:22])([F:21])[C:3]1[CH:8]=[CH:7][C:6]([C:9]2[CH:10]=[CH:11][C:12]3[N:13]([C:15]([C:18](O)=[O:19])=[CH:16][N:17]=3)[CH:14]=2)=[CH:5][CH:4]=1.O[NH:24][C:25](=[NH:36])[C:26]1[CH:31]=[CH:30][CH:29]=[C:28]([S:32](=[O:35])(=[O:34])[NH2:33])[CH:27]=1, predict the reaction product. The product is: [F:1][C:2]([F:22])([F:21])[C:3]1[CH:4]=[CH:5][C:6]([C:9]2[CH:10]=[CH:11][C:12]3[N:13]([C:15]([C:18]4[O:19][N:36]=[C:25]([C:26]5[CH:27]=[C:28]([S:32]([NH2:33])(=[O:34])=[O:35])[CH:29]=[CH:30][CH:31]=5)[N:24]=4)=[CH:16][N:17]=3)[CH:14]=2)=[CH:7][CH:8]=1. (3) Given the reactants [OH:1][C:2]1[CH:11]=[C:10]2[C:5]([C:6]([O:12][C:13]3[CH:18]=[CH:17][C:16]([NH:19][C:20](=O)[C:21]4[CH:26]=[CH:25][CH:24]=[CH:23][CH:22]=4)=[CH:15][CH:14]=3)=[CH:7][CH:8]=[N:9]2)=[CH:4][C:3]=1[O:28][CH3:29].[H-].[H-].[H-].[H-].[Li+].[Al+3], predict the reaction product. The product is: [CH2:20]([NH:19][C:16]1[CH:17]=[CH:18][C:13]([O:12][C:6]2[C:5]3[C:10](=[CH:11][C:2]([OH:1])=[C:3]([O:28][CH3:29])[CH:4]=3)[N:9]=[CH:8][CH:7]=2)=[CH:14][CH:15]=1)[C:21]1[CH:22]=[CH:23][CH:24]=[CH:25][CH:26]=1. (4) Given the reactants Cl[C:2]1[CH:7]=[C:6]([N+:8]([O-:10])=[O:9])[CH:5]=[CH:4][N:3]=1.[CH3:11][O:12][C:13]1[CH:18]=[CH:17][C:16]([CH2:19][NH:20][CH3:21])=[CH:15][CH:14]=1, predict the reaction product. The product is: [CH3:11][O:12][C:13]1[CH:18]=[CH:17][C:16]([CH2:19][N:20]([CH3:21])[C:2]2[CH:7]=[C:6]([N+:8]([O-:10])=[O:9])[CH:5]=[CH:4][N:3]=2)=[CH:15][CH:14]=1. (5) Given the reactants [NH2:1][C:2]1[C:11]([N:12]2[CH2:17][CH2:16][O:15][CH2:14][CH2:13]2)=[CH:10][C:9]2[C:4](=[CH:5][CH:6]=[C:7]([C:18]3[C:23]([CH3:24])=[CH:22][CH:21]=[CH:20][C:19]=3[CH:25]([C:27]3[CH:32]=[CH:31][CH:30]=[CH:29][CH:28]=3)O)[CH:8]=2)[N:3]=1.[ClH:33].S(Cl)([Cl:36])=O, predict the reaction product. The product is: [ClH:36].[Cl:33][CH:25]([C:27]1[CH:28]=[CH:29][CH:30]=[CH:31][CH:32]=1)[C:19]1[CH:20]=[CH:21][CH:22]=[C:23]([CH3:24])[C:18]=1[C:7]1[CH:8]=[C:9]2[C:4](=[CH:5][CH:6]=1)[N:3]=[C:2]([NH2:1])[C:11]([N:12]1[CH2:13][CH2:14][O:15][CH2:16][CH2:17]1)=[CH:10]2. (6) Given the reactants Br[C:2]1[S:6][C:5]2[CH:7]=[CH:8][C:9]([Cl:11])=[CH:10][C:4]=2[C:3]=1[CH3:12].[B:13](OC(C)C)([O:18]C(C)C)[O:14]C(C)C.C([Li])CCC, predict the reaction product. The product is: [Cl:11][C:9]1[CH:8]=[CH:7][C:5]2[S:6][C:2]([B:13]([OH:18])[OH:14])=[C:3]([CH3:12])[C:4]=2[CH:10]=1. (7) The product is: [NH2:26][C:27]1[N:32]=[CH:31][N:30]=[C:29]2[N:33]([CH:37]3[CH2:42][CH2:41][N:40]([C:43]([O:45][C:46]([CH3:49])([CH3:48])[CH3:47])=[O:44])[CH2:39][CH2:38]3)[N:34]=[C:35]([C:14]3[CH:13]=[CH:12][C:11]([NH:10][C:3]4[C:4]5[CH:9]=[CH:8][CH:7]=[CH:6][C:5]=5[O:1][N:2]=4)=[CH:16][CH:15]=3)[C:28]=12. Given the reactants [O:1]1[C:5]2[CH:6]=[CH:7][CH:8]=[CH:9][C:4]=2[C:3]([NH:10][C:11]2[CH:16]=[CH:15][C:14](B3OC(C)(C)C(C)(C)O3)=[CH:13][CH:12]=2)=[N:2]1.[NH2:26][C:27]1[N:32]=[CH:31][N:30]=[C:29]2[N:33]([CH:37]3[CH2:42][CH2:41][N:40]([C:43]([O:45][C:46]([CH3:49])([CH3:48])[CH3:47])=[O:44])[CH2:39][CH2:38]3)[N:34]=[C:35](I)[C:28]=12.C(=O)([O-])[O-].[Na+].[Na+], predict the reaction product. (8) Given the reactants [C:1]([Si:5]([CH3:35])([CH3:34])[O:6][CH:7]([C:30]([CH3:33])([CH3:32])[CH3:31])[CH2:8][CH2:9][C:10]1[CH:15]=[CH:14][C:13]([C:16]([C:21]2[CH:26]=[CH:25][C:24]([OH:27])=[C:23]([CH3:28])[CH:22]=2)([CH2:19][CH3:20])[CH2:17][CH3:18])=[CH:12][C:11]=1[CH3:29])([CH3:4])([CH3:3])[CH3:2].C1(C)C=CC(S(O[CH2:46][C@H:47]2[O:51][C:50](=[O:52])[CH2:49][CH2:48]2)(=O)=O)=CC=1.C([O-])([O-])=O.[K+].[K+].C(OCC)(=O)C, predict the reaction product. The product is: [C:1]([Si:5]([CH3:35])([CH3:34])[O:6][CH:7]([C:30]([CH3:33])([CH3:32])[CH3:31])[CH2:8][CH2:9][C:10]1[CH:15]=[CH:14][C:13]([C:16]([C:21]2[CH:26]=[CH:25][C:24]([O:27][CH2:46][C@H:47]3[O:51][C:50](=[O:52])[CH2:49][CH2:48]3)=[C:23]([CH3:28])[CH:22]=2)([CH2:17][CH3:18])[CH2:19][CH3:20])=[CH:12][C:11]=1[CH3:29])([CH3:3])([CH3:2])[CH3:4]. (9) Given the reactants [OH:1][CH:2]1[O:8][C@@H:7]([CH2:9][OH:10])[C@H:5]([OH:6])[C@@H:3]1[OH:4].[C:11]([O-])(=O)C.[Na+], predict the reaction product. The product is: [CH3:11][O:1][CH:2]1[O:8][C@@H:7]([CH2:9][OH:10])[C@H:5]([OH:6])[C@@H:3]1[OH:4]. (10) Given the reactants [F:1][C:2]1[CH:3]=[C:4]([C:15](OC)=[O:16])[C:5]2[O:9][C:8]([C:10]([F:13])([F:12])[F:11])=[CH:7][C:6]=2[CH:14]=1.C(=O)=O.CC(C[AlH]CC(C)C)C.[OH-].[Na+], predict the reaction product. The product is: [F:1][C:2]1[CH:3]=[C:4]([CH2:15][OH:16])[C:5]2[O:9][C:8]([C:10]([F:11])([F:12])[F:13])=[CH:7][C:6]=2[CH:14]=1.